This data is from Full USPTO retrosynthesis dataset with 1.9M reactions from patents (1976-2016). The task is: Predict the reactants needed to synthesize the given product. (1) Given the product [Cl:1][C:2]1[CH:7]=[C:6]([N:8]([NH:37][C:38]#[N:39])[CH2:9][S:10][CH3:41])[CH:5]=[C:4]([C:11]([F:12])([F:13])[F:14])[C:3]=1[C:15]1[CH:16]=[CH:17][C:18]([S:21]([CH:24]2[CH2:29][CH2:28][N:27]([C:30]([O:32][C:33]([CH3:36])([CH3:35])[CH3:34])=[O:31])[CH2:26][CH2:25]2)(=[O:23])=[O:22])=[CH:19][CH:20]=1, predict the reactants needed to synthesize it. The reactants are: [Cl:1][C:2]1[CH:7]=[C:6]([N:8]=[C:9]=[S:10])[CH:5]=[C:4]([C:11]([F:14])([F:13])[F:12])[C:3]=1[C:15]1[CH:20]=[CH:19][C:18]([S:21]([CH:24]2[CH2:29][CH2:28][N:27]([C:30]([O:32][C:33]([CH3:36])([CH3:35])[CH3:34])=[O:31])[CH2:26][CH2:25]2)(=[O:23])=[O:22])=[CH:17][CH:16]=1.[N:37]#[C:38][NH2:39].[Na].[CH3:41]O.CI. (2) Given the product [Cl:39][C:14]1[CH:15]=[C:16]([C:20]2[N:24]=[C:23]([C:25]3[N:26]=[C:27]4[C:32]([Cl:33])=[CH:31][C:30]([C:34]([F:35])([F:36])[F:37])=[CH:29][N:28]4[CH:38]=3)[O:22][N:21]=2)[C:17]([Cl:19])=[CH:18][C:13]=1[O:12][CH2:11][C:10](=[O:40])[CH2:9][OH:8], predict the reactants needed to synthesize it. The reactants are: [Si]([O:8][CH2:9][C:10](=[O:40])[CH2:11][O:12][C:13]1[CH:18]=[C:17]([Cl:19])[C:16]([C:20]2[N:24]=[C:23]([C:25]3[N:26]=[C:27]4[C:32]([Cl:33])=[CH:31][C:30]([C:34]([F:37])([F:36])[F:35])=[CH:29][N:28]4[CH:38]=3)[O:22][N:21]=2)=[CH:15][C:14]=1[Cl:39])(C(C)(C)C)(C)C. (3) Given the product [Cl:18][C:6]1[C:5]2[CH:4]=[CH:3][N:2]([CH3:1])[C:10]=2[C:9]([C:11]([O:13][CH3:14])=[O:12])=[CH:8][N:7]=1, predict the reactants needed to synthesize it. The reactants are: [CH3:1][N:2]1[C:10]2[C:9]([C:11]([O:13][CH3:14])=[O:12])=[CH:8][NH:7][C:6](=O)[C:5]=2[CH:4]=[CH:3]1.P(Cl)(Cl)([Cl:18])=O. (4) Given the product [Br:1][C:2]1[CH:11]=[CH:10][CH:9]=[C:8]([CH2:12][Br:13])[C:3]=1[C:4]([O:6][CH3:7])=[O:5], predict the reactants needed to synthesize it. The reactants are: [Br:1][C:2]1[CH:11]=[CH:10][CH:9]=[C:8]([CH3:12])[C:3]=1[C:4]([O:6][CH3:7])=[O:5].[Br:13]N1C(=O)CCC1=O. (5) Given the product [Cl:13][C:14]1[CH:19]=[C:18]([Cl:20])[CH:17]=[CH:16][C:15]=1[CH2:21][CH:22]([NH:24][C:8]([C:7]1[C:3]([CH:2]([F:12])[F:1])=[N:4][N:5]([CH3:11])[CH:6]=1)=[O:9])[CH3:23], predict the reactants needed to synthesize it. The reactants are: [F:1][CH:2]([F:12])[C:3]1[C:7]([C:8](Cl)=[O:9])=[CH:6][N:5]([CH3:11])[N:4]=1.[Cl:13][C:14]1[CH:19]=[C:18]([Cl:20])[CH:17]=[CH:16][C:15]=1[CH2:21][CH:22]([NH2:24])[CH3:23].C(N(CC)CC)C. (6) Given the product [N:1]1([CH2:8][CH2:9][CH2:10][CH2:11][NH2:12])[CH2:6][CH2:5][O:4][CH2:3][CH2:2]1, predict the reactants needed to synthesize it. The reactants are: [NH:1]1[CH2:6][CH2:5][O:4][CH2:3][CH2:2]1.Br[CH2:8][CH2:9][CH2:10][CH2:11][N:12]1C(=O)C2=CC=CC=C2C1=O.[I-].[Na+].C(=O)([O-])[O-].[K+].[K+].